Task: Predict the reactants needed to synthesize the given product.. Dataset: Full USPTO retrosynthesis dataset with 1.9M reactions from patents (1976-2016) (1) Given the product [Cl:8][C:9]1[CH:14]=[CH:13][C:12]([C:15]2[S:16][C:17]([C:21]([NH:23][CH2:24][CH:25]3[O:30][CH2:29][CH2:28][N:27]([C:31]4[CH:43]=[CH:42][CH:41]=[CH:40][C:32]=4[C:33]([OH:35])=[O:34])[CH2:26]3)=[O:22])=[C:18]([CH3:20])[N:19]=2)=[CH:11][CH:10]=1, predict the reactants needed to synthesize it. The reactants are: FC(F)(F)C(O)=O.[Cl:8][C:9]1[CH:14]=[CH:13][C:12]([C:15]2[S:16][C:17]([C:21]([NH:23][CH2:24][CH:25]3[O:30][CH2:29][CH2:28][N:27]([C:31]4[CH:43]=[CH:42][CH:41]=[CH:40][C:32]=4[C:33]([O:35]C(C)(C)C)=[O:34])[CH2:26]3)=[O:22])=[C:18]([CH3:20])[N:19]=2)=[CH:11][CH:10]=1. (2) Given the product [CH2:10]([Al:5]([CH2:1][CH:2]([CH3:4])[CH3:3])[CH2:6][CH:7]([CH3:9])[CH3:8])[CH:11]([CH3:13])[CH3:12].[CH2:1]=[CH:2][CH3:3], predict the reactants needed to synthesize it. The reactants are: [CH2:1]([Al:5]([CH2:10][CH:11]([CH3:13])[CH3:12])[CH2:6][CH:7]([CH3:9])[CH3:8])[CH:2]([CH3:4])[CH3:3]. (3) Given the product [S:38]([CH2:36][CH3:37])([OH:41])(=[O:40])=[O:39].[S:38]([CH2:36][CH3:37])([OH:41])(=[O:40])=[O:39].[CH3:1][O:2][CH2:3][C:4]([NH:6][CH2:7]/[CH:8]=[CH:9]/[C:10]1[CH:11]=[C:12]2[C:17](=[CH:18][CH:19]=1)[N:16]=[CH:15][N:14]=[C:13]2[NH:20][C:21]1[CH:26]=[CH:25][C:24]([O:27][C:28]2[CH:29]=[N:30][C:31]([CH3:34])=[CH:32][CH:33]=2)=[C:23]([CH3:35])[CH:22]=1)=[O:5], predict the reactants needed to synthesize it. The reactants are: [CH3:1][O:2][CH2:3][C:4]([NH:6][CH2:7]/[CH:8]=[CH:9]/[C:10]1[CH:11]=[C:12]2[C:17](=[CH:18][CH:19]=1)[N:16]=[CH:15][N:14]=[C:13]2[NH:20][C:21]1[CH:26]=[CH:25][C:24]([O:27][C:28]2[CH:29]=[N:30][C:31]([CH3:34])=[CH:32][CH:33]=2)=[C:23]([CH3:35])[CH:22]=1)=[O:5].[CH2:36]([S:38]([OH:41])(=[O:40])=[O:39])[CH3:37]. (4) Given the product [CH2:1]([N:3]([CH2:14][C:15]1[NH:19][C:18]2[CH:27]=[CH:28][C:29]([C:31]([NH:49][CH2:50][CH2:51][C:52]3[N:56]=[CH:55][NH:54][CH:53]=3)=[O:32])=[CH:30][C:17]=2[N:16]=1)[CH:4]1[C:13]2[N:12]=[CH:11][CH:10]=[CH:9][C:8]=2[CH2:7][CH2:6][CH2:5]1)[CH3:2], predict the reactants needed to synthesize it. The reactants are: [CH2:1]([N:3]([CH2:14][C:15]1[N:19](C(OC(C)(C)C)=O)[C:18]2[CH:27]=[CH:28][C:29]([C:31](OC)=[O:32])=[CH:30][C:17]=2[N:16]=1)[CH:4]1[C:13]2[N:12]=[CH:11][CH:10]=[CH:9][C:8]=2[CH2:7][CH2:6][CH2:5]1)[CH3:2].[OH-].[Li+].Cl.FC1C(F)=C(F)C(F)=C(O)C=1.[NH2:49][CH2:50][CH2:51][C:52]1[N:56]=[CH:55][NH:54][CH:53]=1. (5) Given the product [N:1]12[CH2:9][CH2:8][CH:5]([CH2:6][CH2:7]1)[NH:4][CH2:3][CH2:2]2, predict the reactants needed to synthesize it. The reactants are: [N:1]12[CH2:9][CH2:8][CH:5]([CH2:6][CH2:7]1)[NH:4][C:3](=O)[CH2:2]2.O. (6) Given the product [NH2:17][C@H:12]1[CH2:13][CH2:14][CH2:15][CH2:16][C@H:11]1[NH:10][C:7]1[N:8]=[N:9][C:4]([C:1]([NH2:2])=[O:3])=[C:5]([NH:25][C:26]2[CH:31]=[CH:30][CH:29]=[C:28]([C:32]([C:35]#[N:36])([CH3:34])[CH3:33])[N:27]=2)[CH:6]=1, predict the reactants needed to synthesize it. The reactants are: [C:1]([C:4]1[N:9]=[N:8][C:7]([NH:10][C@@H:11]2[CH2:16][CH2:15][CH2:14][CH2:13][C@@H:12]2[NH:17]C(=O)OC(C)(C)C)=[CH:6][C:5]=1[NH:25][C:26]1[CH:31]=[CH:30][CH:29]=[C:28]([C:32]([C:35]#[N:36])([CH3:34])[CH3:33])[N:27]=1)(=[O:3])[NH2:2].C(O)(C(F)(F)F)=O. (7) Given the product [C:1]([O:5][C:6]([N:8]1[CH2:11][CH:10]([C:12]2[CH:13]=[C:14]3[CH:20]=[CH:19][N:18]([S:30]([C:26]4[CH:27]=[CH:28][CH:29]=[C:24]([O:23][CH:22]([F:21])[F:34])[CH:25]=4)(=[O:32])=[O:31])[C:15]3=[N:16][CH:17]=2)[CH2:9]1)=[O:7])([CH3:4])([CH3:2])[CH3:3], predict the reactants needed to synthesize it. The reactants are: [C:1]([O:5][C:6]([N:8]1[CH2:11][CH:10]([C:12]2[CH:13]=[C:14]3[CH:20]=[CH:19][NH:18][C:15]3=[N:16][CH:17]=2)[CH2:9]1)=[O:7])([CH3:4])([CH3:3])[CH3:2].[F:21][CH:22]([F:34])[O:23][C:24]1[CH:25]=[C:26]([S:30](Cl)(=[O:32])=[O:31])[CH:27]=[CH:28][CH:29]=1. (8) Given the product [N:35]1([CH2:32][C:28]2[C:29]([CH3:31])=[CH:30][N:26]([C:3]3[C:2]([F:1])=[CH:7][N:6]=[C:5]([NH:8][C:9]4[C:10]([O:24][CH3:25])=[CH:11][C:12]([N:18]5[CH2:19][CH2:20][O:21][CH2:22][CH2:23]5)=[C:13]([NH:15][C:10](=[O:24])[CH:9]=[CH2:14])[CH:14]=4)[N:4]=3)[CH:27]=2)[CH2:38][CH2:37][CH2:36]1, predict the reactants needed to synthesize it. The reactants are: [F:1][C:2]1[C:3]([N:26]2[CH:30]=[C:29]([CH3:31])[C:28]([CH:32]=O)=[CH:27]2)=[N:4][C:5]([NH:8][C:9]2[CH:14]=[C:13]([N+:15]([O-])=O)[C:12]([N:18]3[CH2:23][CH2:22][O:21][CH2:20][CH2:19]3)=[CH:11][C:10]=2[O:24][CH3:25])=[N:6][CH:7]=1.Cl.[NH:35]1[CH2:38][CH2:37][CH2:36]1. (9) The reactants are: [CH3:1][C:2]1([CH3:9])[C:6]([CH3:8])([CH3:7])[O:5][BH:4][O:3]1.[C:10]1([S:16]([C:19]2[CH:20]=[C:21]([CH:39]=[CH2:40])[C:22]3[O:31][C:30]4[CH2:29][CH2:28][N:27]([C:32]([O:34][C:35]([CH3:38])([CH3:37])[CH3:36])=[O:33])[CH2:26][C:25]=4[C:23]=3[CH:24]=2)(=[O:18])=[O:17])[CH:15]=[CH:14][CH:13]=[CH:12][CH:11]=1. Given the product [C:10]1([S:16]([C:19]2[CH:20]=[C:21]([CH2:39][CH2:40][B:4]3[O:5][C:6]([CH3:8])([CH3:7])[C:2]([CH3:9])([CH3:1])[O:3]3)[C:22]3[O:31][C:30]4[CH2:29][CH2:28][N:27]([C:32]([O:34][C:35]([CH3:37])([CH3:36])[CH3:38])=[O:33])[CH2:26][C:25]=4[C:23]=3[CH:24]=2)(=[O:18])=[O:17])[CH:11]=[CH:12][CH:13]=[CH:14][CH:15]=1, predict the reactants needed to synthesize it. (10) Given the product [N+:25]([C:18]1[CH:17]=[CH:16][C:15]([CH:4]([C:5]([O:7][CH2:8][CH3:9])=[O:6])[C:3]([O:11][CH2:12][CH3:13])=[O:10])=[CH:20][C:19]=1[C:21]([F:22])([F:23])[F:24])([O-:27])=[O:26], predict the reactants needed to synthesize it. The reactants are: [H-].[Na+].[C:3]([O:11][CH2:12][CH3:13])(=[O:10])[CH2:4][C:5]([O:7][CH2:8][CH3:9])=[O:6].Br[C:15]1[CH:16]=[CH:17][C:18]([N+:25]([O-:27])=[O:26])=[C:19]([C:21]([F:24])([F:23])[F:22])[CH:20]=1.Cl.